Predict the product of the given reaction. From a dataset of Forward reaction prediction with 1.9M reactions from USPTO patents (1976-2016). (1) Given the reactants [C:1]1([CH3:21])[CH:6]=[CH:5][CH:4]=[C:3]([S:7]([N:10]2[CH2:19][CH2:18][CH2:17][C:16]3[N:15]=[CH:14][C:13]([NH2:20])=[CH:12][C:11]2=3)(=[O:9])=[O:8])[CH:2]=1.C(N(CC)C(C)C)(C)C.[Cl:31][C:32]1[CH:40]=[CH:39][CH:38]=[C:37]([F:41])[C:33]=1[C:34](Cl)=[O:35], predict the reaction product. The product is: [Cl:31][C:32]1[CH:40]=[CH:39][CH:38]=[C:37]([F:41])[C:33]=1[C:34]([NH:20][C:13]1[CH:14]=[N:15][C:16]2[CH2:17][CH2:18][CH2:19][N:10]([S:7]([C:3]3[CH:2]=[C:1]([CH3:21])[CH:6]=[CH:5][CH:4]=3)(=[O:9])=[O:8])[C:11]=2[CH:12]=1)=[O:35]. (2) Given the reactants C(=O)([O-])[O-].[K+].[K+].[I-].[K+].Cl.Cl[CH2:11][CH2:12][N:13]1[CH2:18][CH2:17][O:16][CH2:15][CH2:14]1.[CH2:19]([O:26][C:27]1[CH:54]=[CH:53][C:52]([OH:55])=[CH:51][C:28]=1[C:29]([NH:31][C:32]1[CH:44]=[C:43]([C:45]2[CH:50]=[CH:49][CH:48]=[CH:47][CH:46]=2)[CH:42]=[CH:41][C:33]=1[C:34]([O:36][C:37]([CH3:40])([CH3:39])[CH3:38])=[O:35])=[O:30])[C:20]1[CH:25]=[CH:24][CH:23]=[CH:22][CH:21]=1, predict the reaction product. The product is: [CH2:19]([O:26][C:27]1[CH:54]=[CH:53][C:52]([O:55][CH2:11][CH2:12][N:13]2[CH2:18][CH2:17][O:16][CH2:15][CH2:14]2)=[CH:51][C:28]=1[C:29]([NH:31][C:32]1[CH:44]=[C:43]([C:45]2[CH:50]=[CH:49][CH:48]=[CH:47][CH:46]=2)[CH:42]=[CH:41][C:33]=1[C:34]([O:36][C:37]([CH3:40])([CH3:39])[CH3:38])=[O:35])=[O:30])[C:20]1[CH:25]=[CH:24][CH:23]=[CH:22][CH:21]=1. (3) The product is: [F:1][C:2]1[CH:7]=[CH:6][C:5]([C:8]2[C:12]([C:13]([Cl:18])=[O:15])=[CH:11][O:10][N:9]=2)=[CH:4][CH:3]=1. Given the reactants [F:1][C:2]1[CH:7]=[CH:6][C:5]([C:8]2[C:12]([C:13]([OH:15])=O)=[CH:11][O:10][N:9]=2)=[CH:4][CH:3]=1.S(Cl)([Cl:18])=O, predict the reaction product.